This data is from Experimentally validated miRNA-target interactions with 360,000+ pairs, plus equal number of negative samples. The task is: Binary Classification. Given a miRNA mature sequence and a target amino acid sequence, predict their likelihood of interaction. (1) The miRNA is hsa-let-7g-5p with sequence UGAGGUAGUAGUUUGUACAGUU. The protein sequence of the target gene is MATAAETSASEPEAESKAGPKADGEEDEVKAARTRRKVLSRAVAAATYKTMGPAWDQQEEGVSESDGDEYAMASSAESSPGEYEWEYDEEEEKNQLEIERLEEQLSINVYDYNCHVDLIRLLRLEGELTKVRMARQKMSEIFPLTEELWLEWLHDEISMAQDGLDREHVYDLFEKAVKDYICPNIWLEYGQYSVGGIGQKGGLEKVRSVFERALSSVGLHMTKGLALWEAYREFESAIVEAARLEKVHSLFRRQLAIPLYDMEATFAEYEEWSEDPIPESVIQNYNKALQQLEKYKPYEE.... Result: 1 (interaction). (2) Result: 0 (no interaction). The miRNA is hsa-miR-6787-3p with sequence UCUCAGCUGCUGCCCUCUCCAG. The protein sequence of the target gene is MKLNLVQIFFMLLMLLLGLGMGLGLGLHMATAVLEESDQPLNEFWSSDSQDKAEATEEGDGTQTTETLVLSNKEVVQPGWPEDPILGEDEVGGNKMLRASALFQSNKDYLRLDQTDRECNDMMAHKMKEPSQSCIAQYAFIHEDLNTVKAVCNSPVIACELKGGKCHKSSRPFDLTLCELSQPDQVTPNCNYLTSVIKKHIIITCNDMKRQLPTGQ. (3) The miRNA is hsa-miR-548at-3p with sequence CAAAACCGCAGUAACUUUUGU. The protein sequence of the target gene is MPRIMIKGGVWRNTEDEILKAAVMKYGKNQWSRIASLLHRKSAKQCKARWYEWLDPSIKKTEWSREEEEKLLHLAKLMPTQWRTIAPIIGRTAAQCLEHYEFLLDKAAQRDNEEETTDDPRKLKPGEIDPNPETKPARPDPIDMDEDELEMLSEARARLANTQGKKAKRKAREKQLEEARRLAALQKRRELRAAGIEIQKKRKRKRGVDYNAEIPFEKKPALGFYDTSEENYQALDADFRKLRQQDLDGELRSEKEGRDRKKDKQHLKRKKESDLPSAILQTSGVSEFTKKRSKLVLPAP.... Result: 1 (interaction). (4) The miRNA is hsa-miR-6868-3p with sequence UUCCUUCUGUUGUCUGUGCAG. The protein sequence of the target gene is MGFHLITQLKGMSVVLVLLPTLLLVMLTGAQRACPKNCRCDGKIVYCESHAFADIPENISGGSQGLSLRFNSIQKLKSNQFAGLNQLIWLYLDHNYISSVDEDAFQGIRRLKELILSSNKITYLHNKTFHPVPNLRNLDLSYNKLQTLQSEQFKGLRKLIILHLRSNSLKTVPIRVFQDCRNLDFLDLGYNRLRSLSRNAFAGLLKLKELHLEHNQFSKINFAHFPRLFNLRSIYLQWNRIRSISQGLTWTWSSLHNLDLSGNDIQGIEPGTFKCLPNLQKLNLDSNKLTNISQETVNAW.... Result: 1 (interaction).